From a dataset of Forward reaction prediction with 1.9M reactions from USPTO patents (1976-2016). Predict the product of the given reaction. Given the reactants C([O:3][C:4]([CH:6]1[CH:11]([C:12]([F:15])([F:14])[F:13])[CH:10]2[CH2:16][CH:7]1[CH:8]=[CH:9]2)=[O:5])C.[OH-].[Na+].Cl, predict the reaction product. The product is: [F:13][C:12]([F:14])([F:15])[CH:11]1[CH:10]2[CH2:16][CH:7]([CH:8]=[CH:9]2)[CH:6]1[C:4]([OH:5])=[O:3].